This data is from Peptide-MHC class I binding affinity with 185,985 pairs from IEDB/IMGT. The task is: Regression. Given a peptide amino acid sequence and an MHC pseudo amino acid sequence, predict their binding affinity value. This is MHC class I binding data. The peptide sequence is LERTSKASLER. The MHC is HLA-B44:02 with pseudo-sequence HLA-B44:02. The binding affinity (normalized) is 0.